Dataset: Forward reaction prediction with 1.9M reactions from USPTO patents (1976-2016). Task: Predict the product of the given reaction. (1) Given the reactants [F:1][C:2]1[CH:24]=[N:23][C:5]2[N:6](COCC[Si](C)(C)C)[C:7]3[CH:12]=[N:11][C:10]([C:13]#[N:14])=[CH:9][C:8]=3[C:4]=2[C:3]=1[N:25]1[CH2:29][CH2:28][C@H:27]([N:30]([CH2:38][CH3:39])C(=O)OC(C)(C)C)[CH2:26]1.Br.[OH-].[Na+].Cl, predict the reaction product. The product is: [F:1][C:2]1[CH:24]=[N:23][C:5]2[NH:6][C:7]3[CH:12]=[N:11][C:10]([C:13]#[N:14])=[CH:9][C:8]=3[C:4]=2[C:3]=1[N:25]1[CH2:29][CH2:28][C@H:27]([NH:30][CH2:38][CH3:39])[CH2:26]1. (2) Given the reactants [CH:1]#[C:2][C:3]1[CH:8]=[CH:7][C:6]([OH:9])=[CH:5][CH:4]=1.[C:10]([O:13][CH:14]([CH3:18])[CH2:15]OC)(=[O:12])[CH3:11], predict the reaction product. The product is: [CH:3]1([CH2:2][CH2:1][O:12][CH:10]([O:13][C:14]2[CH:15]=[CH:8][C:3]([CH:2]=[CH2:1])=[CH:4][CH:18]=2)[CH3:11])[CH2:8][CH2:7][CH2:6][CH2:5][CH2:4]1.[OH:9][C:6]1[CH:7]=[CH:8][C:3]([CH:2]=[CH2:1])=[CH:4][CH:5]=1.